From a dataset of Forward reaction prediction with 1.9M reactions from USPTO patents (1976-2016). Predict the product of the given reaction. Given the reactants [Br-].C1([C:8]([PH3+])([C:15]2[CH:20]=[CH:19]C=[CH:17][CH:16]=2)[C:9]2[CH:14]=[CH:13][CH:12]=CC=2)C=CC=CC=1.[Li]CCCC.[CH2:27]([C:29]1[CH:30]=[N:31][C:32]([N:35]2CCC([C@H]3C[C@H]3C=O)CC2)=[N:33][CH:34]=1)[CH3:28], predict the reaction product. The product is: [CH2:27]([C:29]1[CH:30]=[N:31][C:32]([N:35]2[CH2:17][CH2:16][CH:15]([C@H:8]3[CH2:9][C@H:14]3[CH:13]=[CH2:12])[CH2:20][CH2:19]2)=[N:33][CH:34]=1)[CH3:28].